Dataset: Forward reaction prediction with 1.9M reactions from USPTO patents (1976-2016). Task: Predict the product of the given reaction. (1) Given the reactants Br[CH:2]1[CH2:10][CH2:9][C:5]2[S:6][CH:7]=[CH:8][C:4]=2[C:3]1=[O:11].C(=O)([O-])[O-].[Li+].[Li+].[Br-].[Li+], predict the reaction product. The product is: [S:6]1[CH:7]=[CH:8][C:4]2[C:3]([OH:11])=[CH:2][CH:10]=[CH:9][C:5]1=2. (2) The product is: [F:33][C:21]1[CH:20]=[C:19]([CH2:18][C:15]2[C:16](=[O:17])[N:11]([CH:8]3[CH2:7][CH2:6][CH:5]([OH:4])[CH2:10][CH2:9]3)[C:12]3[N:13]([N:37]=[CH:38][N:39]=3)[C:14]=2[CH2:34][CH2:35][CH3:36])[CH:24]=[CH:23][C:22]=1[C:25]1[C:26]([C:31]#[N:32])=[CH:27][CH:28]=[CH:29][CH:30]=1. Given the reactants O1[C:5]2([CH2:10][CH2:9][CH:8]([N:11]3[C:16](=[O:17])[C:15]([CH2:18][C:19]4[CH:24]=[CH:23][C:22]([C:25]5[C:26]([C:31]#[N:32])=[CH:27][CH:28]=[CH:29][CH:30]=5)=[C:21]([F:33])[CH:20]=4)=[C:14]([CH2:34][CH2:35][CH3:36])[N:13]4[N:37]=[CH:38][N:39]=[C:12]34)[CH2:7][CH2:6]2)[O:4]CC1.Cl.O1CCCC1, predict the reaction product. (3) Given the reactants [C:1]([O:4][C@H:5]([C@H:9]1[O:14][CH2:13][CH2:12][N:11]([C:15]2[CH:24]=[C:23]3[C:18]([CH:19]=[CH:20][C:21](=[O:25])[NH:22]3)=[CH:17][CH:16]=2)[C:10]1=[O:26])[C:6](O)=[O:7])(=[O:3])[CH3:2].[NH2:27][C:28]1[CH:47]=[CH:46][C:31]2[C:32]([N:35]3[C:43](=[O:44])[C:42]4[C:37](=[CH:38][CH:39]=[CH:40][CH:41]=4)[C:36]3=[O:45])=[N:33][O:34][C:30]=2[CH:29]=1, predict the reaction product. The product is: [O:45]=[C:36]1[C:37]2[C:42](=[CH:41][CH:40]=[CH:39][CH:38]=2)[C:43](=[O:44])[N:35]1[C:32]1[C:31]2[CH:46]=[CH:47][C:28]([NH:27][C:6](=[O:7])[C@H:5]([O:4][C:1](=[O:3])[CH3:2])[C@H:9]3[O:14][CH2:13][CH2:12][N:11]([C:15]4[CH:24]=[C:23]5[C:18]([CH:19]=[CH:20][C:21](=[O:25])[NH:22]5)=[CH:17][CH:16]=4)[C:10]3=[O:26])=[CH:29][C:30]=2[O:34][N:33]=1. (4) The product is: [F:1][C:2]1[CH:8]=[CH:7][CH:6]=[CH:5][C:3]=1[NH:4][C:12]1[CH:17]=[CH:16][CH:15]=[CH:14][C:13]=1[N+:18]([O-:20])=[O:19]. Given the reactants [F:1][C:2]1[CH:8]=[CH:7][CH:6]=[CH:5][C:3]=1[NH2:4].[H-].[Na+].F[C:12]1[CH:17]=[CH:16][CH:15]=[CH:14][C:13]=1[N+:18]([O-:20])=[O:19], predict the reaction product. (5) The product is: [CH:1]([N:4]1[C:8]([C:9]2[N:18]=[C:17]3[C:16]4[CH:19]=[CH:20][C:21]([CH2:23][CH2:24][S:25]([NH2:28])(=[O:26])=[O:27])=[CH:22][C:15]=4[O:14][CH2:13][CH2:12][N:11]3[CH:10]=2)=[N:7][CH:6]=[N:5]1)([CH3:3])[CH3:2]. Given the reactants [CH:1]([N:4]1[C:8]([C:9]2[N:18]=[C:17]3[N:11]([CH2:12][CH2:13][O:14][C:15]4[CH:22]=[C:21](/[CH:23]=[CH:24]/[S:25]([NH2:28])(=[O:27])=[O:26])[CH:20]=[CH:19][C:16]=43)[CH:10]=2)=[N:7][CH:6]=[N:5]1)([CH3:3])[CH3:2], predict the reaction product. (6) Given the reactants [Br:1][C:2]1[CH:3]=[C:4]2[C:18](=[CH:19][CH:20]=1)[C:8]1[N:9]=[C:10]([C@@H:12]3[CH2:16][C@H:15]([CH3:17])[CH2:14][NH:13]3)[NH:11][C:7]=1[CH:6]=[CH:5]2.[CH3:21][O:22][C:23]([NH:25][C@@H:26]([CH:30]([CH3:32])[CH3:31])[C:27](O)=[O:28])=[O:24].CCN(C(C)C)C(C)C.CN(C(ON1N=NC2C=CC=NC1=2)=[N+](C)C)C.F[P-](F)(F)(F)(F)F, predict the reaction product. The product is: [CH3:21][O:22][C:23](=[O:24])[NH:25][C@H:26]([C:27]([N:13]1[CH2:14][C@@H:15]([CH3:17])[CH2:16][C@H:12]1[C:10]1[NH:11][C:7]2[CH:6]=[CH:5][C:4]3[C:18](=[CH:19][CH:20]=[C:2]([Br:1])[CH:3]=3)[C:8]=2[N:9]=1)=[O:28])[CH:30]([CH3:32])[CH3:31].